The task is: Predict the product of the given reaction.. This data is from Forward reaction prediction with 1.9M reactions from USPTO patents (1976-2016). Given the reactants [CH2:1]([C:3]1[O:4][C:5]2[C:11]([C:12]([O:14][CH3:15])=[O:13])=[CH:10][C:9]([OH:16])=[CH:8][C:6]=2[CH:7]=1)[CH3:2].O1CCOCC1.[OH-].[Na+].Cl[CH:26]([F:28])[F:27], predict the reaction product. The product is: [F:27][CH:26]([F:28])[O:16][C:9]1[CH:10]=[C:11]([C:12]([O:14][CH3:15])=[O:13])[C:5]2[O:4][C:3]([CH2:1][CH3:2])=[CH:7][C:6]=2[CH:8]=1.